From a dataset of Forward reaction prediction with 1.9M reactions from USPTO patents (1976-2016). Predict the product of the given reaction. Given the reactants [CH3:1][NH:2][C:3]([C:5]1[CH:10]=[C:9]([O:11][C:12]2[CH:17]=[CH:16][C:15](N)=[CH:14][CH:13]=2)[CH:8]=[CH:7][N:6]=1)=[O:4].[NH2:19]C1C=CC(O)=CC=1, predict the reaction product. The product is: [CH3:1][NH:2][C:3]([C:5]1[CH:10]=[C:9]([O:11][C:12]2[CH:17]=[CH:16][CH:15]=[C:14]([NH2:19])[CH:13]=2)[CH:8]=[CH:7][N:6]=1)=[O:4].